Predict the reactants needed to synthesize the given product. From a dataset of Full USPTO retrosynthesis dataset with 1.9M reactions from patents (1976-2016). Given the product [Cl:1][C:2]1[N:7]=[CH:6][C:5]([CH2:8][NH:9][CH2:13][CH:14]([F:16])[F:15])=[CH:4][CH:3]=1, predict the reactants needed to synthesize it. The reactants are: [Cl:1][C:2]1[N:7]=[CH:6][C:5]([CH2:8][N:9]([CH2:13][CH:14]([F:16])[F:15])CC=C)=[CH:4][CH:3]=1.